From a dataset of Reaction yield outcomes from USPTO patents with 853,638 reactions. Predict the reaction yield, written as a fraction of the theoretical maximum amount of product (1.0 means a 100% yield; for example, 0.34 means a 34% yield). (1) The reactants are C(O[C:5](=[O:7])[CH3:6])(=O)C.[Br:8][C:9]1[CH:10]=[C:11]([CH:13]=[C:14]([N+:16]([O-:18])=[O:17])[CH:15]=1)[NH2:12]. No catalyst specified. The product is [Br:8][C:9]1[CH:10]=[C:11]([NH:12][C:5](=[O:7])[CH3:6])[CH:13]=[C:14]([N+:16]([O-:18])=[O:17])[CH:15]=1. The yield is 0.780. (2) The reactants are [Br:1][C:2]1[CH:7]=[CH:6][C:5]([OH:8])=[CH:4][CH:3]=1.[Br:9][CH2:10][CH2:11]Br.[OH-].[Na+]. The catalyst is O. The product is [Br:1][C:2]1[CH:7]=[CH:6][C:5]([O:8][CH2:11][CH2:10][Br:9])=[CH:4][CH:3]=1. The yield is 0.560.